This data is from Catalyst prediction with 721,799 reactions and 888 catalyst types from USPTO. The task is: Predict which catalyst facilitates the given reaction. Reactant: [OH:1][CH:2]([C:7]1[O:8][CH:9]=[CH:10][C:11]=1[C:12]([OH:14])=[O:13])[CH2:3][CH:4]([CH3:6])[CH3:5].[CH3:15][Si:16]([CH:19]=[N+]=[N-])([CH3:18])[CH3:17]. Product: [OH:1][CH:2]([C:7]1[O:8][CH:9]=[CH:10][C:11]=1[C:12]([O:14][CH2:15][Si:16]([CH3:19])([CH3:18])[CH3:17])=[O:13])[CH2:3][CH:4]([CH3:6])[CH3:5]. The catalyst class is: 4.